Predict the product of the given reaction. From a dataset of Forward reaction prediction with 1.9M reactions from USPTO patents (1976-2016). Given the reactants [CH3:1][C:2]1[O:13][C:5]2[CH2:6][N:7]([CH3:12])[CH2:8][CH2:9][CH:10]([OH:11])[C:4]=2[CH:3]=1.[Br:14][C:15]1[C:24]2[C:19](=[CH:20][CH:21]=[CH:22][CH:23]=2)[CH:18]=[CH:17][C:16]=1O, predict the reaction product. The product is: [Br:14][C:15]1[C:24]2[C:19](=[CH:20][CH:21]=[CH:22][CH:23]=2)[CH:18]=[CH:17][C:16]=1[O:11][CH:10]1[CH2:9][CH2:8][N:7]([CH3:12])[CH2:6][C:5]2[O:13][C:2]([CH3:1])=[CH:3][C:4]1=2.